This data is from Full USPTO retrosynthesis dataset with 1.9M reactions from patents (1976-2016). The task is: Predict the reactants needed to synthesize the given product. (1) Given the product [CH3:15][O:16][C:17]([C:19]1[C:20]2([C:21]([O:23][CH3:24])=[O:22])[N:44]([CH2:45][CH2:46][C:47]3[C:55]4[C:50](=[CH:51][CH:52]=[CH:53][CH:54]=4)[NH:49][C:48]=32)[CH:4]=[C:3]([C:12](=[O:13])[C:11]2[CH:10]=[C:9]([CH3:14])[CH:8]=[CH:7][C:6]=2[OH:5])[CH:1]=1)=[O:18], predict the reactants needed to synthesize it. The reactants are: [CH:1]([C:3]1[C:12](=[O:13])[C:11]2[C:6](=[CH:7][CH:8]=[C:9]([CH3:14])[CH:10]=2)[O:5][CH:4]=1)=O.[CH3:15][O:16][C:17]([C:19]#[C:20][C:21]([O:23][CH3:24])=[O:22])=[O:18].C1(P(C2C=CC=CC=2)C2C=CC=CC=2)C=CC=CC=1.[NH2:44][CH2:45][CH2:46][C:47]1[C:55]2[C:50](=[CH:51][CH:52]=[CH:53][CH:54]=2)[NH:49][CH:48]=1. (2) Given the product [Cl:6][C:7]1[CH:12]=[CH:11][C:3]([C:4]([OH:5])=[O:19])=[CH:9][C:8]=1[C:15]([F:18])([F:17])[F:16], predict the reactants needed to synthesize it. The reactants are: CO[CH2:3][CH2:4][OH:5].[Cl:6][C:7]1[CH:12]=[CH:11]C(C#N)=[CH:9][C:8]=1[C:15]([F:18])([F:17])[F:16].[OH-:19].[Na+].Cl. (3) Given the product [NH2:1][C@@H:2]([C:13]([NH:15][C@H:16]([C:29]([O:31][CH3:32])=[O:30])[CH2:17][CH2:18][CH2:19][CH2:20][NH:21][C:22]([O:24][C:25]([CH3:26])([CH3:27])[CH3:28])=[O:23])=[O:14])[CH2:3][C:4]1[C:12]2[C:7](=[CH:8][CH:9]=[CH:10][CH:11]=2)[NH:6][CH:5]=1, predict the reactants needed to synthesize it. The reactants are: [NH:1](C(OCC1C=CC=CC=1)=O)[C@@H:2]([C:13]([NH:15][C@H:16]([C:29]([O:31][CH3:32])=[O:30])[CH2:17][CH2:18][CH2:19][CH2:20][NH:21][C:22]([O:24][C:25]([CH3:28])([CH3:27])[CH3:26])=[O:23])=[O:14])[CH2:3][C:4]1[C:12]2[C:7](=[CH:8][CH:9]=[CH:10][CH:11]=2)[NH:6][CH:5]=1. (4) The reactants are: [OH:1][N:2]1[C:6](=[O:7])[C:5]2=[CH:8][CH:9]=[CH:10][CH:11]=[C:4]2[C:3]1=[O:12].[C:13]([O:17][C:18](=[O:36])[NH:19][C:20]([N:29]1[CH2:34][CH2:33][CH:32](O)[CH2:31][CH2:30]1)=[N:21][C:22](=[O:28])[O:23][C:24]([CH3:27])([CH3:26])[CH3:25])([CH3:16])([CH3:15])[CH3:14].C1(P(C2C=CC=CC=2)C2C=CC=CC=2)C=CC=CC=1.N(C(OC(C)C)=O)=NC(OC(C)C)=O. Given the product [C:24]([O:23][C:22](=[O:28])[NH:21][C:20]([N:29]1[CH2:34][CH2:33][CH:32]([O:1][N:2]2[C:3](=[O:12])[C:4]3[C:5](=[CH:8][CH:9]=[CH:10][CH:11]=3)[C:6]2=[O:7])[CH2:31][CH2:30]1)=[N:19][C:18](=[O:36])[O:17][C:13]([CH3:16])([CH3:15])[CH3:14])([CH3:25])([CH3:26])[CH3:27], predict the reactants needed to synthesize it. (5) Given the product [Cl:1][C:2]1[CH:7]=[C:6]([Cl:8])[CH:5]=[CH:4][C:3]=1[C:9]1[CH:14]=[CH:13][C:12]([C:15](=[O:21])[CH2:16][CH2:17][CH2:18][CH2:19][CH2:20][OH:23])=[CH:11][CH:10]=1, predict the reactants needed to synthesize it. The reactants are: [Cl:1][C:2]1[CH:7]=[C:6]([Cl:8])[CH:5]=[CH:4][C:3]=1[C:9]1[CH:14]=[CH:13][C:12]([C:15](=[O:21])[CH2:16][CH2:17][CH2:18][CH:19]=[CH2:20])=[CH:11][CH:10]=1.B(O[O-])=[O:23].[Na+].O.